Predict the reaction yield, written as a fraction of the theoretical maximum amount of product (1.0 means a 100% yield; for example, 0.34 means a 34% yield). From a dataset of Reaction yield outcomes from USPTO patents with 853,638 reactions. (1) The reactants are [C:1]([O:5][C:6]([N:8]1[CH2:13][CH:12]2[C:10]([C:14]3[CH:19]=[CH:18][C:17]([N:20]4[CH2:24][C@H:23]([CH2:25][NH2:26])[O:22][C:21]4=[O:27])=[CH:16][CH:15]=3)([CH2:11]2)[CH2:9]1)=[O:7])([CH3:4])([CH3:3])[CH3:2].C(N(CC)CC)C.Cl[C:36]([O:38][CH3:39])=[O:37]. The catalyst is C1COCC1.C(Cl)Cl. The product is [C:1]([O:5][C:6]([N:8]1[CH2:13][CH:12]2[C:10]([C:14]3[CH:15]=[CH:16][C:17]([N:20]4[CH2:24][C@H:23]([CH2:25][NH:26][C:36]([O:38][CH3:39])=[O:37])[O:22][C:21]4=[O:27])=[CH:18][CH:19]=3)([CH2:11]2)[CH2:9]1)=[O:7])([CH3:4])([CH3:2])[CH3:3]. The yield is 0.700. (2) The reactants are [CH3:1][C:2]1[N:7]=[C:6]([C:8]2[CH:13]=[CH:12][CH:11]=[C:10]([C:14]3[CH:15]=[C:16]([S:20](Cl)(=[O:22])=[O:21])[CH:17]=[CH:18][CH:19]=3)[N:9]=2)[CH:5]=[C:4]([C:24]2[CH:29]=[CH:28][C:27]([C:30]([F:33])([F:32])[F:31])=[CH:26][CH:25]=2)[CH:3]=1.[CH3:34][O:35][CH2:36][CH2:37][O:38][CH2:39][CH2:40][O:41][CH2:42][CH2:43][O:44][CH2:45][CH2:46][NH2:47].CCN(CC)CC. The catalyst is C1COCC1.CCOC(C)=O. The product is [CH3:34][O:35][CH2:36][CH2:37][O:38][CH2:39][CH2:40][O:41][CH2:42][CH2:43][O:44][CH2:45][CH2:46][NH:47][S:20]([C:16]1[CH:17]=[CH:18][CH:19]=[C:14]([C:10]2[N:9]=[C:8]([C:6]3[CH:5]=[C:4]([C:24]4[CH:25]=[CH:26][C:27]([C:30]([F:32])([F:31])[F:33])=[CH:28][CH:29]=4)[CH:3]=[C:2]([CH3:1])[N:7]=3)[CH:13]=[CH:12][CH:11]=2)[CH:15]=1)(=[O:22])=[O:21]. The yield is 0.280. (3) The yield is 0.700. The catalyst is C(O)(=O)C.[Fe]. The product is [Br:1][C:2]1[CH:7]=[CH:6][C:5]([O:8][C:9]([F:10])([F:11])[F:12])=[C:4]([CH:3]=1)[NH2:13]. The reactants are [Br:1][C:2]1[CH:7]=[CH:6][C:5]([O:8][C:9]([F:12])([F:11])[F:10])=[C:4]([N+:13]([O-])=O)[CH:3]=1.